Dataset: Full USPTO retrosynthesis dataset with 1.9M reactions from patents (1976-2016). Task: Predict the reactants needed to synthesize the given product. Given the product [Cl:9][C:5]1[CH:6]=[C:7]([F:8])[C:2]([C:10]#[N:11])=[N:3][CH:4]=1, predict the reactants needed to synthesize it. The reactants are: Br[C:2]1[C:7]([F:8])=[CH:6][C:5]([Cl:9])=[CH:4][N:3]=1.[C:10]([Cu])#[N:11].